The task is: Predict the reactants needed to synthesize the given product.. This data is from Full USPTO retrosynthesis dataset with 1.9M reactions from patents (1976-2016). (1) Given the product [CH2:21]([C:26]1[CH:34]=[CH:33][C:29]([C:30]([NH:16][C:14]2[S:15][C:11]([C:9]([NH:8][CH2:1][C:2]3[CH:7]=[CH:6][CH:5]=[CH:4][CH:3]=3)=[O:10])=[C:12]([C:17]([F:20])([F:18])[F:19])[N:13]=2)=[O:31])=[CH:28][CH:27]=1)[CH2:22][CH2:23][CH2:24][CH3:25], predict the reactants needed to synthesize it. The reactants are: [CH2:1]([NH:8][C:9]([C:11]1[S:15][C:14]([NH2:16])=[N:13][C:12]=1[C:17]([F:20])([F:19])[F:18])=[O:10])[C:2]1[CH:7]=[CH:6][CH:5]=[CH:4][CH:3]=1.[CH2:21]([C:26]1[CH:34]=[CH:33][C:29]([C:30](Cl)=[O:31])=[CH:28][CH:27]=1)[CH2:22][CH2:23][CH2:24][CH3:25]. (2) Given the product [F:8][C:4]1[CH:5]=[CH:6][CH:7]=[C:2]([S:10]([CH3:9])(=[O:12])=[O:11])[CH:3]=1, predict the reactants needed to synthesize it. The reactants are: Br[C:2]1[CH:7]=[CH:6][CH:5]=[C:4]([F:8])[CH:3]=1.[CH3:9][S:10]([O-:12])=[O:11].[Na+].N1CCC[C@H]1C(O)=O.[OH-].[Na+]. (3) Given the product [F:22][C:16]1[CH:17]=[C:18]([F:21])[CH:19]=[CH:20][C:15]=1[C:12]1[CH:11]=[CH:10][C:9]([C:5]2[C:6]([CH3:8])=[CH:7][C:2]([B:27]3[O:28][C:29]([CH3:31])([CH3:30])[C:25]([CH3:41])([CH3:24])[O:26]3)=[CH:3][C:4]=2[CH3:23])=[CH:14][N:13]=1, predict the reactants needed to synthesize it. The reactants are: Cl[C:2]1[CH:7]=[C:6]([CH3:8])[C:5]([C:9]2[CH:10]=[CH:11][C:12]([C:15]3[CH:20]=[CH:19][C:18]([F:21])=[CH:17][C:16]=3[F:22])=[N:13][CH:14]=2)=[C:4]([CH3:23])[CH:3]=1.[CH3:24][C:25]1([CH3:41])[C:29]([CH3:31])([CH3:30])[O:28][B:27]([B:27]2[O:28][C:29]([CH3:31])([CH3:30])[C:25]([CH3:41])([CH3:24])[O:26]2)[O:26]1.C([O-])(=O)C.[K+].O1CCOCC1. (4) Given the product [C:33]([O:32][C:30](=[O:31])[NH:37][CH2:38][CH2:39][NH:40][C:27]([CH:24]1[CH2:23][CH2:22][N:21]([C:16]2[CH:17]=[CH:18][C:19](=[O:20])[N:14]([CH3:13])[N:15]=2)[CH2:26][CH2:25]1)=[O:29])([CH3:36])([CH3:34])[CH3:35], predict the reactants needed to synthesize it. The reactants are: Cl.C(N=C=NCCCN(C)C)C.[CH3:13][N:14]1[C:19](=[O:20])[CH:18]=[CH:17][C:16]([N:21]2[CH2:26][CH2:25][CH:24]([C:27]([OH:29])=O)[CH2:23][CH2:22]2)=[N:15]1.[C:30]([NH:37][CH2:38][CH2:39][NH2:40])([O:32][C:33]([CH3:36])([CH3:35])[CH3:34])=[O:31].S([O-])(O)(=O)=O.[K+].